Dataset: Full USPTO retrosynthesis dataset with 1.9M reactions from patents (1976-2016). Task: Predict the reactants needed to synthesize the given product. (1) The reactants are: [C:1]([O:5][C:6](=[O:18])[CH2:7][N:8]1[C:16]2[C:11](=[CH:12][CH:13]=[C:14]([OH:17])[CH:15]=2)[CH:10]=[CH:9]1)([CH3:4])([CH3:3])[CH3:2].[CH3:19][C:20]1[N:21]=[C:22]([C:29]2[CH:34]=[CH:33][C:32]([C:35]([F:38])([F:37])[F:36])=[CH:31][CH:30]=2)[S:23][C:24]=1[CH2:25][CH2:26][CH2:27]O.C(P(CCCC)CCCC)CCC.CN(C)C(N=NC(N(C)C)=O)=O. Given the product [C:1]([O:5][C:6](=[O:18])[CH2:7][N:8]1[C:16]2[C:11](=[CH:12][CH:13]=[C:14]([O:17][CH2:27][CH2:26][CH2:25][C:24]3[S:23][C:22]([C:29]4[CH:34]=[CH:33][C:32]([C:35]([F:37])([F:38])[F:36])=[CH:31][CH:30]=4)=[N:21][C:20]=3[CH3:19])[CH:15]=2)[CH:10]=[CH:9]1)([CH3:4])([CH3:2])[CH3:3], predict the reactants needed to synthesize it. (2) Given the product [CH3:1][O:2][C:3]1[CH:8]=[CH:7][C:6]([C:9]2[N:13]3[N:14]=[C:15]([NH:22][C:23]4[CH:24]=[CH:25][C:26]([NH:29][C:49](=[O:50])[C:48]5[CH:47]=[CH:46][C:45]([N:39]6[CH2:44][CH2:43][O:42][CH2:41][CH2:40]6)=[CH:53][CH:52]=5)=[CH:27][CH:28]=4)[C:16]4[C:21]([C:12]3=[N:11][N:10]=2)=[CH:20][CH:19]=[CH:18][CH:17]=4)=[CH:5][CH:4]=1, predict the reactants needed to synthesize it. The reactants are: [CH3:1][O:2][C:3]1[CH:8]=[CH:7][C:6]([C:9]2[N:13]3[N:14]=[C:15]([NH:22][C:23]4[CH:28]=[CH:27][C:26]([NH2:29])=[CH:25][CH:24]=4)[C:16]4[C:21]([C:12]3=[N:11][N:10]=2)=[CH:20][CH:19]=[CH:18][CH:17]=4)=[CH:5][CH:4]=1.CN(C1C=CC=CN=1)C.[N:39]1([C:45]2[CH:53]=[CH:52][C:48]([C:49](Cl)=[O:50])=[CH:47][CH:46]=2)[CH2:44][CH2:43][O:42][CH2:41][CH2:40]1. (3) Given the product [CH:31]1([O:30][C:4]2[C:5]3[C:10]([C:11]4[CH:20]=[C:19]([F:21])[C:14]5[N:15]=[C:16]([CH3:18])[O:17][C:13]=5[CH:12]=4)=[CH:9][N:8]([CH2:22][O:23][CH2:24][CH2:25][Si:26]([CH3:29])([CH3:28])[CH3:27])[C:6]=3[N:7]=[C:2]([NH:36][C:37]3[CH:46]=[CH:45][C:40]([C:41]([NH:43][CH3:44])=[O:42])=[CH:39][C:38]=3[O:47][CH3:48])[N:3]=2)[CH2:35][CH2:34][CH2:33][CH2:32]1, predict the reactants needed to synthesize it. The reactants are: Cl[C:2]1[N:3]=[C:4]([O:30][CH:31]2[CH2:35][CH2:34][CH2:33][CH2:32]2)[C:5]2[C:10]([C:11]3[CH:20]=[C:19]([F:21])[C:14]4[N:15]=[C:16]([CH3:18])[O:17][C:13]=4[CH:12]=3)=[CH:9][N:8]([CH2:22][O:23][CH2:24][CH2:25][Si:26]([CH3:29])([CH3:28])[CH3:27])[C:6]=2[N:7]=1.[NH2:36][C:37]1[CH:46]=[CH:45][C:40]([C:41]([NH:43][CH3:44])=[O:42])=[CH:39][C:38]=1[O:47][CH3:48].CC(C1C=C(C(C)C)C(C2C(P(C3CCCCC3)C3CCCCC3)=C(OC)C=CC=2OC)=C(C(C)C)C=1)C.C(=O)([O-])[O-].[Cs+].[Cs+].C1(P(C2CCCCC2)C2C=CC=CC=2C2C(OC(C)C)=CC=CC=2OC(C)C)CCCCC1. (4) The reactants are: [NH2:1][C:2]1[CH:7]=[CH:6][N:5]([C@H:8]2[C@:12]([C:14]#[CH:15])([OH:13])[C@H:11]([OH:16])[C@@H:10]([CH2:17][OH:18])[O:9]2)[C:4](=[O:19])[N:3]=1.CN(C1C2C(N(C)C)=CC=CC=2C=CC=1)C.[P:36](Cl)(Cl)(=[O:44])[O:37][C:38]1[CH:43]=[CH:42][CH:41]=[CH:40][CH:39]=1.[NH2:47][C@@H:48]([CH3:55])[C:49]([O:51][CH:52]([CH3:54])[CH3:53])=[O:50].C(N(CC)CC)C. Given the product [NH2:1][C:2]1[CH:7]=[CH:6][N:5]([C@@H:8]2[O:9][C@H:10]([CH2:17][O:18][P:36]([NH:47][C@@H:48]([CH3:55])[C:49]([O:51][CH:52]([CH3:54])[CH3:53])=[O:50])([O:37][C:38]3[CH:43]=[CH:42][CH:41]=[CH:40][CH:39]=3)=[O:44])[C@@H:11]([OH:16])[C@@:12]2([C:14]#[CH:15])[OH:13])[C:4](=[O:19])[N:3]=1, predict the reactants needed to synthesize it. (5) Given the product [NH2:1][C:2]1[N:7]=[C:6]([C:8]2[C:9]([O:14][C:15]3[CH:20]=[CH:19][C:18]([NH:21][C:22]4[C:31]5[C:26](=[CH:27][CH:28]=[CH:29][CH:30]=5)[C:25]([C:32]5[CH:33]=[CH:34][C:35]([CH2:36][N:40]6[CH2:44][CH2:43][CH2:42][CH2:41]6)=[CH:38][CH:39]=5)=[N:24][N:23]=4)=[CH:17][CH:16]=3)=[N:10][CH:11]=[CH:12][CH:13]=2)[CH:5]=[CH:4][N:3]=1, predict the reactants needed to synthesize it. The reactants are: [NH2:1][C:2]1[N:7]=[C:6]([C:8]2[C:9]([O:14][C:15]3[CH:20]=[CH:19][C:18]([NH:21][C:22]4[C:31]5[C:26](=[CH:27][CH:28]=[CH:29][CH:30]=5)[C:25]([C:32]5[CH:39]=[CH:38][C:35]([CH:36]=O)=[CH:34][CH:33]=5)=[N:24][N:23]=4)=[CH:17][CH:16]=3)=[N:10][CH:11]=[CH:12][CH:13]=2)[CH:5]=[CH:4][N:3]=1.[NH:40]1[CH2:44][CH2:43][CH2:42][CH2:41]1.C(O[BH-](OC(=O)C)OC(=O)C)(=O)C.[Na+].C(=O)(O)[O-].[Na+]. (6) The reactants are: [C:1]([O:5][C:6]([NH:8][C@H:9]1[CH2:14][C@@H:13]([CH2:15]O)[CH2:12][N:11]([C:17]([O:19][CH2:20][C:21]2[CH:26]=[CH:25][CH:24]=[CH:23][CH:22]=2)=[O:18])[CH2:10]1)=[O:7])([CH3:4])([CH3:3])[CH3:2].[F:27]C(F)(S(F)(=O)=O)C(F)(F)C(F)(F)C(F)(F)F.C(N(CC)CC)C. Given the product [C:1]([O:5][C:6]([NH:8][C@H:9]1[CH2:14][C@@H:13]([CH2:15][F:27])[CH2:12][N:11]([C:17]([O:19][CH2:20][C:21]2[CH:26]=[CH:25][CH:24]=[CH:23][CH:22]=2)=[O:18])[CH2:10]1)=[O:7])([CH3:4])([CH3:3])[CH3:2], predict the reactants needed to synthesize it. (7) Given the product [CH3:13][C@@:14]1([CH2:27][N:28]2[N:32]=[N:31][CH:30]=[CH:29]2)[S:18](=[O:19])(=[O:20])[C@@H:17]2[CH2:21][C:22](=[O:23])[N:16]2[C@H:15]1[C:24]([OH:26])=[O:25].[NH2:1][C@H:2]([C:10]([OH:12])=[O:11])[CH2:3][CH2:4][CH2:5][NH:6][C:7](=[NH:8])[NH2:9], predict the reactants needed to synthesize it. The reactants are: [NH2:1][C@H:2]([C:10]([OH:12])=[O:11])[CH2:3][CH2:4][CH2:5][NH:6][C:7](=[NH:9])[NH2:8].[CH3:13][C@@:14]1([CH2:27][N:28]2[N:32]=[N:31][CH:30]=[CH:29]2)[S:18](=[O:20])(=[O:19])[C@@H:17]2[CH2:21][C:22](=[O:23])[N:16]2[C@H:15]1[C:24]([OH:26])=[O:25].CC(C)=O. (8) Given the product [CH:1]1([C:4]2[CH:5]=[CH:6][C:7]([C:17]([N:22]3[C:21]([CH3:26])([CH3:20])[CH2:25][O:24][CH2:23]3)=[O:19])=[N:8][C:9]=2[S:10]([CH2:13][CH:14]([CH3:15])[CH3:16])(=[O:11])=[O:12])[CH2:2][CH2:3]1, predict the reactants needed to synthesize it. The reactants are: [CH:1]1([C:4]2[CH:5]=[CH:6][C:7]([C:17]([OH:19])=O)=[N:8][C:9]=2[S:10]([CH2:13][CH:14]([CH3:16])[CH3:15])(=[O:12])=[O:11])[CH2:3][CH2:2]1.[CH3:20][C:21]1([CH3:26])[CH2:25][O:24][CH2:23][NH:22]1.CN(C(ON1N=NC2C=CC=CC1=2)=[N+](C)C)C.[B-](F)(F)(F)F.CCN(C(C)C)C(C)C. (9) Given the product [CH3:19][O:20][C:21]([C:23]1[C:27]2[C:26](=[CH:31][CH:30]=[CH:29][C:28]=2[C:32]2[CH:37]=[CH:36][CH:35]=[C:34]([O:43][CH:9]([C:3]3[C:2]([Cl:1])=[CH:7][CH:6]=[CH:5][C:4]=3[Cl:8])[C:13]3[CH:14]=[N:10][O:11][C:12]=3[CH:16]([CH3:18])[CH3:17])[C:33]=2[CH3:39])[NH:25][CH:24]=1)=[O:22], predict the reactants needed to synthesize it. The reactants are: [Cl:1][C:2]1[CH:7]=[CH:6][CH:5]=[C:4]([Cl:8])[C:3]=1[C:9]1[C:13]([CH2:14]O)=[C:12]([CH:16]([CH3:18])[CH3:17])[O:11][N:10]=1.[CH3:19][O:20][C:21]([C:23]1[C:31]2[C:26](=[CH:27][C:28]([C:32]3[CH:37]=[CH:36][C:35](O)=[CH:34][C:33]=3[CH3:39])=[CH:29][CH:30]=2)[NH:25][CH:24]=1)=[O:22].N(C(N1CCCCC1)=O)=NC(N1CCCCC1)=[O:43].C(P(CCCC)CCCC)CCC.